Dataset: Reaction yield outcomes from USPTO patents with 853,638 reactions. Task: Predict the reaction yield, written as a fraction of the theoretical maximum amount of product (1.0 means a 100% yield; for example, 0.34 means a 34% yield). (1) The reactants are Br[C:2]1[CH:7]=[C:6]([Cl:8])[CH:5]=[CH:4][C:3]=1[CH:9]1[S:15][CH2:14][CH2:13][NH:12][C:11]2[N:16]([CH3:25])[N:17]=[C:18]([C:19]3[CH:24]=[CH:23][CH:22]=[CH:21][N:20]=3)[C:10]1=2.[CH2:26]([Sn](CCCC)(CCCC)C=C)[CH2:27]CC.[F-].[Cs+]. The catalyst is CN(C=O)C.C(Cl)Cl.[Cu]I.C1C=CC([P]([Pd]([P](C2C=CC=CC=2)(C2C=CC=CC=2)C2C=CC=CC=2)([P](C2C=CC=CC=2)(C2C=CC=CC=2)C2C=CC=CC=2)[P](C2C=CC=CC=2)(C2C=CC=CC=2)C2C=CC=CC=2)(C2C=CC=CC=2)C2C=CC=CC=2)=CC=1. The product is [Cl:8][C:6]1[CH:5]=[CH:4][C:3]([CH:9]2[S:15][CH2:14][CH2:13][NH:12][C:11]3[N:16]([CH3:25])[N:17]=[C:18]([C:19]4[CH:24]=[CH:23][CH:22]=[CH:21][N:20]=4)[C:10]2=3)=[C:2]([CH:26]=[CH2:27])[CH:7]=1. The yield is 0.630. (2) The reactants are [Cl:1][CH2:2][CH2:3][O:4][C:5]1[CH:14]=[C:13]2[C:8]([C:9](=O)[NH:10][CH:11]=[N:12]2)=[CH:7][C:6]=1[O:16][CH3:17].CN(C=O)C.S(Cl)([Cl:25])=O. No catalyst specified. The product is [Cl:25][C:9]1[C:8]2[C:13](=[CH:14][C:5]([O:4][CH2:3][CH2:2][Cl:1])=[C:6]([O:16][CH3:17])[CH:7]=2)[N:12]=[CH:11][N:10]=1. The yield is 0.590.